Task: Predict which catalyst facilitates the given reaction.. Dataset: Catalyst prediction with 721,799 reactions and 888 catalyst types from USPTO Product: [C:1]([O:4][C@H:5]1[C@@H:9]([O:10][C:11](=[O:13])[CH3:12])[C@H:8]([N:14]2[CH:22]=[N:21][C:20]3[C:15]2=[N:16][C:17]([I:24])=[N:18][C:19]=3[NH:38][CH2:37][CH:36]([C:30]2[CH:35]=[CH:34][CH:33]=[CH:32][CH:31]=2)[C:39]2[CH:44]=[CH:43][CH:42]=[CH:41][CH:40]=2)[O:7][C@@H:6]1[CH2:25][O:26][C:27](=[O:29])[CH3:28])(=[O:3])[CH3:2]. The catalyst class is: 10. Reactant: [C:1]([O:4][C@H:5]1[C@@H:9]([O:10][C:11](=[O:13])[CH3:12])[C@H:8]([N:14]2[CH:22]=[N:21][C:20]3[C:15]2=[N:16][C:17]([I:24])=[N:18][C:19]=3Cl)[O:7][C@@H:6]1[CH2:25][O:26][C:27](=[O:29])[CH3:28])(=[O:3])[CH3:2].[C:30]1([CH:36]([C:39]2[CH:44]=[CH:43][CH:42]=[CH:41][CH:40]=2)[CH2:37][NH2:38])[CH:35]=[CH:34][CH:33]=[CH:32][CH:31]=1.C(N(CC)CC)C.